This data is from Catalyst prediction with 721,799 reactions and 888 catalyst types from USPTO. The task is: Predict which catalyst facilitates the given reaction. (1) Reactant: Br[C:2]1[CH:19]=[CH:18][C:5]([CH2:6][N:7]2[CH2:11][C:10](=[O:12])[N:9]([CH2:13][CH:14]([CH3:16])[CH3:15])[C:8]2=[O:17])=[CH:4][CH:3]=1.[B:20]1([B:20]2[O:24][C:23]([CH3:26])([CH3:25])[C:22]([CH3:28])([CH3:27])[O:21]2)[O:24][C:23]([CH3:26])([CH3:25])[C:22]([CH3:28])([CH3:27])[O:21]1.C([O-])(=O)C.[K+].O. Product: [CH2:13]([N:9]1[C:10](=[O:12])[CH2:11][N:7]([CH2:6][C:5]2[CH:18]=[CH:19][C:2]([B:20]3[O:24][C:23]([CH3:26])([CH3:25])[C:22]([CH3:28])([CH3:27])[O:21]3)=[CH:3][CH:4]=2)[C:8]1=[O:17])[CH:14]([CH3:16])[CH3:15]. The catalyst class is: 151. (2) Reactant: [CH2:1]([N:3]([CH2:6][C:7](=[O:9])[CH3:8])[CH2:4][CH3:5])[CH3:2].[ClH:10]. Product: [ClH:10].[CH2:1]([N:3]([CH2:6][C:7](=[O:9])[CH3:8])[CH2:4][CH3:5])[CH3:2]. The catalyst class is: 6. (3) Reactant: [Cl:1][C:2]1[CH:3]=[C:4]([C:9]2[N:13]=[C:12]([NH2:14])[NH:11][N:10]=2)[CH:5]=[CH:6][C:7]=1[Cl:8].[NH:15]1[C:19]2[CH:20]=[CH:21][C:22]([C:24](=O)[CH2:25][C:26](OCC)=[O:27])=[CH:23][C:18]=2[N:17]=[N:16]1.CC1C=CC(S(O)(=O)=O)=CC=1. Product: [NH:15]1[C:19]2[CH:20]=[CH:21][C:22]([C:24]3[NH:14][C:12]4[N:11]([N:10]=[C:9]([C:4]5[CH:5]=[CH:6][C:7]([Cl:8])=[C:2]([Cl:1])[CH:3]=5)[N:13]=4)[C:26](=[O:27])[CH:25]=3)=[CH:23][C:18]=2[N:17]=[N:16]1. The catalyst class is: 114.